Task: Predict the reactants needed to synthesize the given product.. Dataset: Full USPTO retrosynthesis dataset with 1.9M reactions from patents (1976-2016) (1) Given the product [CH2:1]([O:8][C:9]([N:11]1[CH2:15][C:14](=[N:16][O:17][CH3:18])[CH:13]([CH2:19][NH2:20])[CH2:12]1)=[O:10])[C:2]1[CH:7]=[CH:6][CH:5]=[CH:4][CH:3]=1, predict the reactants needed to synthesize it. The reactants are: [CH2:1]([O:8][C:9]([N:11]1[CH2:15][C:14](=[N:16][O:17][CH3:18])[CH:13]([CH2:19][N:20]=[N+]=[N-])[CH2:12]1)=[O:10])[C:2]1[CH:7]=[CH:6][CH:5]=[CH:4][CH:3]=1.C1C=CC(P(C2C=CC=CC=2)C2C=CC=CC=2)=CC=1.C1COCC1.O. (2) Given the product [CH3:9][NH:8][C:6]1[C:5]([N+:10]([O-:12])=[O:11])=[CH:4][N:3]=[C:2]([NH:13][C:14]2[CH:15]=[CH:16][C:17]([N:20]3[CH2:25][CH2:24][O:23][CH2:22][CH2:21]3)=[CH:18][CH:19]=2)[N:7]=1, predict the reactants needed to synthesize it. The reactants are: Cl[C:2]1[N:7]=[C:6]([NH:8][CH3:9])[C:5]([N+:10]([O-:12])=[O:11])=[CH:4][N:3]=1.[NH2:13][C:14]1[CH:19]=[CH:18][C:17]([N:20]2[CH2:25][CH2:24][O:23][CH2:22][CH2:21]2)=[CH:16][CH:15]=1. (3) Given the product [NH2:26][C:24]1[C:23]([C:27]([NH2:29])=[O:28])=[CH:22][C:15]2[C:16]3[C:21](=[CH:20][CH:19]=[CH:18][CH:17]=3)[N:13]([CH2:12][C@H:11]([NH2:10])[CH3:30])[C:14]=2[N:25]=1, predict the reactants needed to synthesize it. The reactants are: C(OC(=O)[NH:10][C@H:11]([CH3:30])[CH2:12][N:13]1[C:21]2[C:16](=[CH:17][CH:18]=[CH:19][CH:20]=2)[C:15]2[CH:22]=[C:23]([C:27]([NH2:29])=[O:28])[C:24]([NH2:26])=[N:25][C:14]1=2)C1C=CC=CC=1. (4) Given the product [CH3:16][C:3]1[C:4]([C:12]([F:15])([F:14])[F:13])=[CH:5][C:6]([C:8]([F:11])([F:10])[F:9])=[CH:7][C:2]=1[B:22]1[O:26][C:25]([CH3:28])([CH3:27])[C:24]([CH3:30])([CH3:29])[O:23]1, predict the reactants needed to synthesize it. The reactants are: Br[C:2]1[CH:7]=[C:6]([C:8]([F:11])([F:10])[F:9])[CH:5]=[C:4]([C:12]([F:15])([F:14])[F:13])[C:3]=1[CH3:16].CC([O-])=O.[K+].[B:22]1([B:22]2[O:26][C:25]([CH3:28])([CH3:27])[C:24]([CH3:30])([CH3:29])[O:23]2)[O:26][C:25]([CH3:28])([CH3:27])[C:24]([CH3:30])([CH3:29])[O:23]1.